From a dataset of Reaction yield outcomes from USPTO patents with 853,638 reactions. Predict the reaction yield, written as a fraction of the theoretical maximum amount of product (1.0 means a 100% yield; for example, 0.34 means a 34% yield). The reactants are [Cl:1][C:2]1[CH:3]=[C:4]2[C:8](=[CH:9][C:10]=1[Cl:11])[NH:7][CH:6]=[CH:5]2.[N+](=[CH:14][C:15]([O:17][CH2:18][CH3:19])=[O:16])=[N-]. The catalyst is C(Cl)Cl.C(S([O-])(=O)=O)(F)(F)F.C(S([O-])(=O)=O)(F)(F)F.[Cu+2]. The yield is 0.0820. The product is [Cl:1][C:2]1[CH:3]=[C:4]2[C:8](=[CH:9][C:10]=1[Cl:11])[NH:7][CH:6]=[C:5]2[CH2:14][C:15]([O:17][CH2:18][CH3:19])=[O:16].